Dataset: Forward reaction prediction with 1.9M reactions from USPTO patents (1976-2016). Task: Predict the product of the given reaction. Given the reactants [Al+3].[Cl-].[Cl-].[Cl-].[Br:5][C:6]1[CH:11]=[CH:10][CH:9]=[CH:8][CH:7]=1.[C:12](Cl)(=[O:18])[CH2:13][CH2:14][CH2:15][CH2:16][CH3:17], predict the reaction product. The product is: [Br:5][C:6]1[CH:11]=[CH:10][C:9]([C:12](=[O:18])[CH2:13][CH2:14][CH2:15][CH2:16][CH3:17])=[CH:8][CH:7]=1.